Dataset: Catalyst prediction with 721,799 reactions and 888 catalyst types from USPTO. Task: Predict which catalyst facilitates the given reaction. (1) Reactant: [Br:1][C:2]1[CH:14]=[C:13]2[C:5]([C:6]3[C:7](=[O:30])[C:8]4[CH:20]=[C:19]([O:21][CH2:22][C@H:23]5[CH2:27][O:26][C:25]([CH3:29])([CH3:28])[O:24]5)[CH:18]=[CH:17][C:9]=4[C:10]([CH3:16])([CH3:15])[C:11]=3[NH:12]2)=[CH:4][CH:3]=1.[H-].[Na+].[CH3:33]C(N(C)C)=O.CI. The catalyst class is: 6. Product: [Br:1][C:2]1[CH:14]=[C:13]2[C:5]([C:6]3[C:7](=[O:30])[C:8]4[CH:20]=[C:19]([O:21][CH2:22][C@H:23]5[CH2:27][O:26][C:25]([CH3:29])([CH3:28])[O:24]5)[CH:18]=[CH:17][C:9]=4[C:10]([CH3:16])([CH3:15])[C:11]=3[N:12]2[CH3:33])=[CH:4][CH:3]=1. (2) Reactant: [CH2:1]([O:8][C:9](=[O:18])[NH:10][C@@H:11]([CH3:17])[C:12]([N:14]([CH3:16])[CH3:15])=[O:13])[C:2]1[CH:7]=[CH:6][CH:5]=[CH:4][CH:3]=1.[H-].[Na+].Br[CH2:22][CH2:23][O:24][CH2:25][C:26]1[CH:31]=[CH:30][CH:29]=[CH:28][CH:27]=1.O. Product: [CH2:1]([O:8][C:9](=[O:18])[N:10]([CH2:22][CH2:23][O:24][CH2:25][C:26]1[CH:31]=[CH:30][CH:29]=[CH:28][CH:27]=1)[C@@H:11]([CH3:17])[C:12]([N:14]([CH3:15])[CH3:16])=[O:13])[C:2]1[CH:3]=[CH:4][CH:5]=[CH:6][CH:7]=1. The catalyst class is: 3. (3) Reactant: Cl[C:2]1[CH:9]=[CH:8]C(C#N)=[CH:4][N:3]=1.[CH3:10][CH:11]1[CH2:16][CH2:15][CH2:14][CH2:13][NH:12]1.[OH-].[K+].[C:19]([O:22]CC)(=[O:21])[CH3:20]. Product: [CH3:10][CH:11]1[CH2:16][CH2:15][CH2:14][CH2:13][N:12]1[C:2]1[CH:9]=[CH:8][C:20]([C:19]([OH:22])=[O:21])=[CH:4][N:3]=1. The catalyst class is: 6. (4) Reactant: [CH:1]([C:7]1[NH:8][C:9]2[C:14]([CH:15]=1)=[CH:13][CH:12]=[CH:11][CH:10]=2)=[CH:2][CH2:3][CH2:4][CH2:5][CH3:6]. Product: [CH2:1]([C:7]1[NH:8][C:9]2[C:14]([CH:15]=1)=[CH:13][CH:12]=[CH:11][CH:10]=2)[CH2:2][CH2:3][CH2:4][CH2:5][CH3:6]. The catalyst class is: 29. (5) Reactant: [F:1][C:2]1([F:16])[CH2:7][CH2:6][CH:5]([C:8]([C:10]2[CH:15]=[CH:14][CH:13]=[CH:12][CH:11]=2)=[O:9])[CH2:4][CH2:3]1.[BH4-].[Na+]. Product: [F:1][C:2]1([F:16])[CH2:3][CH2:4][CH:5]([CH:8]([C:10]2[CH:11]=[CH:12][CH:13]=[CH:14][CH:15]=2)[OH:9])[CH2:6][CH2:7]1. The catalyst class is: 24. (6) Reactant: [CH3:1][O:2][C:3](=[O:53])[NH:4][C@H:5]([C:47]1[CH:52]=[CH:51][CH:50]=[CH:49][CH:48]=1)[C:6]([N:8]1[CH2:12][CH2:11][CH2:10][C@H:9]1[C:13]1[NH:17][C:16]2[C:18]3[C:23]([CH:24]=[CH:25][C:15]=2[N:14]=1)=[CH:22][C:21]1[C:26]2[C:31]([CH2:32][O:33][C:20]=1[CH:19]=3)=[CH:30][C:29]([C:34]1[NH:38][C:37]([C@@H:39]3[CH2:43][C@H:42]([CH2:44][O:45][CH3:46])[CH2:41][NH:40]3)=[N:36][CH:35]=1)=[CH:28][CH:27]=2)=[O:7].[CH3:54][O:55][C@H:56]([CH3:66])[C@H:57]([NH:61][C:62]([O:64][CH3:65])=[O:63])[C:58](O)=[O:59].CN(C(ON1N=NC2C=CC=NC1=2)=[N+](C)C)C.F[P-](F)(F)(F)(F)F.CCN(C(C)C)C(C)C. Product: [CH3:1][O:2][C:3](=[O:53])[NH:4][C@H:5]([C:47]1[CH:52]=[CH:51][CH:50]=[CH:49][CH:48]=1)[C:6]([N:8]1[CH2:12][CH2:11][CH2:10][C@H:9]1[C:13]1[NH:17][C:16]2[C:18]3[C:23]([CH:24]=[CH:25][C:15]=2[N:14]=1)=[CH:22][C:21]1[C:26]2[C:31]([CH2:32][O:33][C:20]=1[CH:19]=3)=[CH:30][C:29]([C:34]1[NH:38][C:37]([C@@H:39]3[CH2:43][C@H:42]([CH2:44][O:45][CH3:46])[CH2:41][N:40]3[C:58](=[O:59])[C@H:57]([C@@H:56]([CH3:66])[O:55][CH3:54])[NH:61][C:62]([O:64][CH3:65])=[O:63])=[N:36][CH:35]=1)=[CH:28][CH:27]=2)=[O:7]. The catalyst class is: 3. (7) Reactant: C([NH:8][C:9]1[CH2:14][CH2:13][O:12][CH2:11][C:10]=1[C:15]([O:17][CH2:18][CH3:19])=[O:16])C1C=CC=CC=1.[CH3:32][C:31]([O:30][C:28](O[C:28]([O:30][C:31]([CH3:34])([CH3:33])[CH3:32])=[O:29])=[O:29])([CH3:34])[CH3:33]. Product: [C:31]([O:30][C:28]([NH:8][CH:9]1[CH2:14][CH2:13][O:12][CH2:11][CH:10]1[C:15]([O:17][CH2:18][CH3:19])=[O:16])=[O:29])([CH3:32])([CH3:33])[CH3:34]. The catalyst class is: 99. (8) Reactant: [Cl:1][C:2]1[CH:3]=[C:4]([N:9]2[CH2:15][C@@H:14]3[C@@H:11]([CH2:12][NH:13]3)[CH2:10]2)[CH:5]=[N:6][C:7]=1[Cl:8].[C:16]([OH:23])(=[O:22])/[CH:17]=[CH:18]/[C:19]([OH:21])=[O:20].O.N. Product: [C:16]([OH:23])(=[O:22])/[CH:17]=[CH:18]/[C:19]([OH:21])=[O:20].[Cl:1][C:2]1[CH:3]=[C:4]([N:9]2[CH2:15][C@@H:14]3[C@@H:11]([CH2:12][NH:13]3)[CH2:10]2)[CH:5]=[N:6][C:7]=1[Cl:8]. The catalyst class is: 36. (9) Reactant: [C:1]([OH:4])(=[O:3])[CH3:2].[CH:5]([NH2:7])=[O:6].CN([CH:11]=[O:12])C.[CH3:13][C:14](N(C)C)=[O:15]. Product: [CH:5]([NH2:7])=[O:6].[C:1]([O:4][C:14](=[O:15])[CH3:13])(=[O:3])[CH3:2].[C:1]([O:4][C:11](=[O:12])[CH2:13][CH3:14])(=[O:3])[CH2:2][CH3:5]. The catalyst class is: 279. (10) Reactant: Br[C:2]1[S:3][C:4]([S:17]([N:20]2[CH2:25][CH2:24][N:23]([CH3:26])[CH2:22][CH2:21]2)(=[O:19])=[O:18])=[CH:5][C:6]=1[C:7]1[S:11][C:10]([NH:12][C:13](=[O:15])[CH3:14])=[N:9][C:8]=1[CH3:16].C([Li])CCC. Product: [CH3:16][C:8]1[N:9]=[C:10]([NH:12][C:13](=[O:15])[CH3:14])[S:11][C:7]=1[C:6]1[CH:5]=[C:4]([S:17]([N:20]2[CH2:25][CH2:24][N:23]([CH3:26])[CH2:22][CH2:21]2)(=[O:19])=[O:18])[S:3][CH:2]=1. The catalyst class is: 1.